Predict the reactants needed to synthesize the given product. From a dataset of Full USPTO retrosynthesis dataset with 1.9M reactions from patents (1976-2016). (1) Given the product [CH2:26]([N:33]1[CH2:38][CH2:37][CH:36]([CH2:39][CH2:40][NH:41][C:11](=[O:13])[CH2:10][C:3]2[C:4]3[C:9](=[CH:8][CH:7]=[CH:6][CH:5]=3)[NH:1][CH:2]=2)[CH2:35][CH2:34]1)[C:27]1[CH:32]=[CH:31][CH:30]=[CH:29][CH:28]=1, predict the reactants needed to synthesize it. The reactants are: [NH:1]1[C:9]2[C:4](=[CH:5][CH:6]=[CH:7][CH:8]=2)[C:3]([CH2:10][C:11]([OH:13])=O)=[CH:2]1.C(N1C=CN=C1)(N1C=CN=C1)=O.[CH2:26]([N:33]1[CH2:38][CH2:37][CH:36]([CH2:39][CH2:40][NH2:41])[CH2:35][CH2:34]1)[C:27]1[CH:32]=[CH:31][CH:30]=[CH:29][CH:28]=1. (2) Given the product [C:8]1([C:6]2[N:7]=[C:3]([NH:2][C:17]([C:16]3[CH:20]=[C:21]([N+:24]([O-:26])=[O:25])[CH:22]=[CH:23][C:15]=3[Cl:14])=[O:18])[S:4][CH:5]=2)[CH:13]=[CH:12][CH:11]=[CH:10][CH:9]=1, predict the reactants needed to synthesize it. The reactants are: Br.[NH2:2][C:3]1[S:4][CH:5]=[C:6]([C:8]2[CH:13]=[CH:12][CH:11]=[CH:10][CH:9]=2)[N:7]=1.[Cl:14][C:15]1[CH:23]=[CH:22][C:21]([N+:24]([O-:26])=[O:25])=[CH:20][C:16]=1[C:17](Cl)=[O:18]. (3) Given the product [C:1]([O:5][C:6](=[O:25])[NH:7][C@H:8]([CH2:9][C:10]1[CH:15]=[C:14]([F:16])[C:13]([F:17])=[CH:12][C:11]=1[F:18])[C:19](=[O:24])[CH2:39][C:33]1[CH:34]=[C:35]([CH3:38])[CH:36]=[CH:37][C:32]=1[C:31](=[O:40])[NH:30][C:26]([CH3:28])([CH3:27])[CH3:29])([CH3:2])([CH3:3])[CH3:4], predict the reactants needed to synthesize it. The reactants are: [C:1]([O:5][C:6](=[O:25])[NH:7][C@@H:8]([C:19](=[O:24])N(OC)C)[CH2:9][C:10]1[CH:15]=[C:14]([F:16])[C:13]([F:17])=[CH:12][C:11]=1[F:18])([CH3:4])([CH3:3])[CH3:2].[C:26]([NH:30][C:31](=[O:40])[C:32]1[CH:37]=[CH:36][C:35]([CH3:38])=[CH:34][C:33]=1[CH3:39])([CH3:29])([CH3:28])[CH3:27]. (4) Given the product [Cl:15][C:13]1[CH:12]=[CH:11][N:10]=[C:9]([NH:8][C:3](=[O:4])[C:2]([CH3:7])([CH3:6])[CH3:1])[CH:14]=1, predict the reactants needed to synthesize it. The reactants are: [CH3:1][C:2]([CH3:7])([CH3:6])[C:3](Cl)=[O:4].[NH2:8][C:9]1[CH:14]=[C:13]([Cl:15])[CH:12]=[CH:11][N:10]=1.O. (5) Given the product [F:27][C:28]([F:30])([F:29])[CH2:7][OH:8].[N:1]1[CH:6]=[CH:5][CH:4]=[CH:3][CH:2]=1, predict the reactants needed to synthesize it. The reactants are: [N:1]1[CH:6]=[CH:5][CH:4]=[CH:3][C:2]=1[CH:7]=[O:8].CCCC[N+](CCCC)(CCCC)CCCC.[F-].[F:27][C:28]([Si](C)(C)C)([F:30])[F:29]. (6) Given the product [CH:1]1([CH:5]2[CH2:6][C:7]3[C:12](=[CH:11][C:10]([O:13][CH3:14])=[C:9]([O:15][CH2:16][CH2:17][CH2:18][O:19][CH3:20])[CH:8]=3)[CH:22]=[N:21]2)[CH2:2][CH2:3][CH2:4]1, predict the reactants needed to synthesize it. The reactants are: [CH:1]1([CH:5]([NH:21][CH:22]=O)[CH2:6][C:7]2[CH:12]=[CH:11][C:10]([O:13][CH3:14])=[C:9]([O:15][CH2:16][CH2:17][CH2:18][O:19][CH3:20])[CH:8]=2)[CH2:4][CH2:3][CH2:2]1.O=P(Cl)(Cl)Cl. (7) Given the product [C:1]1([C@H:7]([CH3:11])[C:8]([Cl:14])=[O:9])[CH:6]=[CH:5][CH:4]=[CH:3][CH:2]=1, predict the reactants needed to synthesize it. The reactants are: [C:1]1([C@H:7]([CH3:11])[C:8](O)=[O:9])[CH:6]=[CH:5][CH:4]=[CH:3][CH:2]=1.S(Cl)([Cl:14])=O.CN(C)C1C=CC=CC=1. (8) Given the product [Br:3][C:4]1[CH:9]=[N:8][C:7]([C:10]([N:12]([C:13]2[CH:18]=[CH:17][C:16]([F:19])=[CH:15][CH:14]=2)[CH2:25][O:24][CH2:23][CH2:22][Si:21]([CH3:28])([CH3:27])[CH3:20])=[O:11])=[N:6][CH:5]=1, predict the reactants needed to synthesize it. The reactants are: [H-].[Na+].[Br:3][C:4]1[CH:5]=[N:6][C:7]([C:10]([NH:12][C:13]2[CH:18]=[CH:17][C:16]([F:19])=[CH:15][CH:14]=2)=[O:11])=[N:8][CH:9]=1.[CH3:20][Si:21]([CH3:28])([CH3:27])[CH2:22][CH2:23][O:24][CH2:25]Cl. (9) Given the product [CH3:1][O:2][C:3]1[CH:11]=[CH:10][C:9]([N:12]2[CH:16]=[N:15][N:14]=[N:13]2)=[CH:8][C:4]=1[C:5]([Cl:20])=[O:6], predict the reactants needed to synthesize it. The reactants are: [CH3:1][O:2][C:3]1[CH:11]=[CH:10][C:9]([N:12]2[CH:16]=[N:15][N:14]=[N:13]2)=[CH:8][C:4]=1[C:5](O)=[O:6].C(Cl)(=O)C([Cl:20])=O.